This data is from Peptide-MHC class II binding affinity with 134,281 pairs from IEDB. The task is: Regression. Given a peptide amino acid sequence and an MHC pseudo amino acid sequence, predict their binding affinity value. This is MHC class II binding data. (1) The peptide sequence is YDKFLANASTVLTGK. The MHC is DRB1_0404 with pseudo-sequence DRB1_0404. The binding affinity (normalized) is 0.173. (2) The peptide sequence is LDGNLLSSNDLAKYK. The MHC is DRB1_1602 with pseudo-sequence DRB1_1602. The binding affinity (normalized) is 0.393. (3) The peptide sequence is DAITSGIEVVWTNTP. The MHC is DRB1_1101 with pseudo-sequence DRB1_1101. The binding affinity (normalized) is 0.121.